Dataset: Forward reaction prediction with 1.9M reactions from USPTO patents (1976-2016). Task: Predict the product of the given reaction. (1) Given the reactants Cl[C:2]1[CH:3]=[C:4]([C:8]2[N:13]=[CH:12][C:11]([C:14]3[CH2:15][CH2:16][N:17]([C:20]([O:22][C:23]([CH3:26])([CH3:25])[CH3:24])=[O:21])[CH2:18][CH:19]=3)=[CH:10][N:9]=2)[CH:5]=[CH:6][CH:7]=1.C(OC1C=NC(C2C=CC=C([B:42]3[O:46][C:45]([CH3:48])([CH3:47])[C:44]([CH3:50])([CH3:49])[O:43]3)C=2)=NC=1)C, predict the reaction product. The product is: [CH3:49][C:44]1([CH3:50])[C:45]([CH3:48])([CH3:47])[O:46][B:42]([C:2]2[CH:3]=[C:4]([C:8]3[N:13]=[CH:12][C:11]([C:14]4[CH2:15][CH2:16][N:17]([C:20]([O:22][C:23]([CH3:26])([CH3:25])[CH3:24])=[O:21])[CH2:18][CH:19]=4)=[CH:10][N:9]=3)[CH:5]=[CH:6][CH:7]=2)[O:43]1. (2) Given the reactants P(O)(O)(O)=O.[CH3:6][C@@H:7]1[CH2:19][NH:18][CH2:17][C@@H:16]2[N:8]1[C:9]1[N:10]=[C:11]3[CH2:22][O:21][CH2:20][C:12]3=[CH:13][C:14]=1[CH2:15]2.[C:23](OC(=O)C)(=[O:25])[CH3:24].[OH-].[Na+], predict the reaction product. The product is: [CH3:6][C@@H:7]1[CH2:19][N:18]([C:23](=[O:25])[CH3:24])[CH2:17][C@@H:16]2[N:8]1[C:9]1[N:10]=[C:11]3[CH2:22][O:21][CH2:20][C:12]3=[CH:13][C:14]=1[CH2:15]2. (3) Given the reactants [Cl:1][C:2]1[CH:8]=[CH:7][C:5]([NH2:6])=[CH:4][C:3]=1[N+:9]([O-:11])=[O:10].C1COCC1.ClCCCl.C(N(CC)CC)C.Cl.[CH3:29][N:30]([CH3:35])[CH2:31][C:32](Cl)=[O:33], predict the reaction product. The product is: [Cl:1][C:2]1[CH:8]=[CH:7][C:5]([NH:6][C:32](=[O:33])[CH2:31][N:30]([CH3:35])[CH3:29])=[CH:4][C:3]=1[N+:9]([O-:11])=[O:10]. (4) Given the reactants [CH2:1]([O:4][CH2:5][CH2:6][O:7][C:8](=[O:11])[CH:9]=[CH2:10])[CH:2]=[CH2:3].C1(C)C=CC=CC=1.[Cl:19][SiH:20]([Cl:22])[Cl:21], predict the reaction product. The product is: [C:8]([O:7][CH2:6][CH2:5][O:4][CH2:1][CH2:2][CH2:3][Si:20]([Cl:22])([Cl:21])[Cl:19])(=[O:11])[CH:9]=[CH2:10]. (5) The product is: [CH3:6][C:7]1([CH3:14])[O:12][CH2:11][CH:10]([OH:13])[CH2:9][O:8]1. Given the reactants C(OCC)C.[CH3:6][C:7]1([CH3:14])[O:12][CH2:11][C:10](=[O:13])[CH2:9][O:8]1.[H-].[Al+3].[Li+].[H-].[H-].[H-].[OH-].[Na+], predict the reaction product. (6) Given the reactants [NH2:1][C@@H:2]([C:5]1[C:6]([F:22])=[C:7]([C:18]([Cl:21])=[CH:19][CH:20]=1)[O:8][C:9]1[CH:10]=[CH:11][C:12]([C:15]([NH2:17])=[O:16])=[N:13][CH:14]=1)[CH2:3][CH3:4].[C:23]([NH2:29])(=[O:28])[CH2:24][C:25]([CH3:27])=O, predict the reaction product. The product is: [ClH:21].[C:23]([CH2:24][C@H:25]([NH:1][C@@H:2]([C:5]1[C:6]([F:22])=[C:7]([C:18]([Cl:21])=[CH:19][CH:20]=1)[O:8][C:9]1[CH:10]=[CH:11][C:12]([C:15]([NH2:17])=[O:16])=[N:13][CH:14]=1)[CH2:3][CH3:4])[CH3:27])(=[O:28])[NH2:29].